This data is from Catalyst prediction with 721,799 reactions and 888 catalyst types from USPTO. The task is: Predict which catalyst facilitates the given reaction. (1) The catalyst class is: 28. Product: [Cl:26][CH2:27][C:28]([N:13]1[C:14]2[C:10](=[CH:9][CH:8]=[C:7]([CH2:6][C:5]3[CH:18]=[CH:19][C:2]([F:1])=[CH:3][CH:4]=3)[CH:15]=2)[C:11]([CH3:16])([CH3:17])[CH2:12]1)=[O:29]. Reactant: [F:1][C:2]1[CH:19]=[CH:18][C:5]([CH2:6][C:7]2[CH:15]=[C:14]3[C:10]([C:11]([CH3:17])([CH3:16])[CH2:12][NH:13]3)=[CH:9][CH:8]=2)=[CH:4][CH:3]=1.N1C=CC=CC=1.[Cl:26][CH2:27][C:28](Cl)=[O:29].O. (2) Reactant: Br[C:2]1[CH:3]=[C:4]2[C:9](=[CH:10][CH:11]=1)[C:8]([Cl:12])=[C:7]([O:13][CH2:14][C:15]([O:17][CH2:18][CH3:19])=[O:16])[CH:6]=[CH:5]2.[O:20]1[C:24]2[CH:25]=[CH:26][CH:27]=[CH:28][C:23]=2[CH:22]=[C:21]1B(O)O.ClCCl.C(=O)([O-])[O-].[K+].[K+]. Product: [O:20]1[C:24]2[CH:25]=[CH:26][CH:27]=[CH:28][C:23]=2[CH:22]=[C:21]1[C:2]1[CH:3]=[C:4]2[C:9](=[CH:10][CH:11]=1)[C:8]([Cl:12])=[C:7]([O:13][CH2:14][C:15]([O:17][CH2:18][CH3:19])=[O:16])[CH:6]=[CH:5]2. The catalyst class is: 38. (3) Reactant: [CH3:1][C:2]([CH3:21])([CH3:20])[CH2:3][N:4](CC=O)[C:5]1[CH:12]=[CH:11][C:8]([C:9]#[N:10])=[C:7]([C:13]([F:16])([F:15])[F:14])[CH:6]=1.CC(=CC)C.[O-]Cl=O.[Na+].[OH-].[Na+]. Product: [CH3:1][C:2]([CH3:21])([CH3:20])[CH2:3][NH:4][C:5]1[CH:12]=[CH:11][C:8]([C:9]#[N:10])=[C:7]([C:13]([F:14])([F:15])[F:16])[CH:6]=1. The catalyst class is: 664. (4) Product: [Br:42][C:27]1[C:28]([N:29]2[CH2:30][CH2:31][N:32]([CH2:35][C:36]3[N:37]=[C:38]([CH3:41])[S:39][CH:40]=3)[CH2:33][CH2:34]2)=[C:23]2[N:22]=[C:21]([C:18]3[CH:19]=[CH:20][C:15]([CH2:14][N:11]4[CH2:12][CH2:13][NH:8][CH2:9][CH2:10]4)=[CH:16][CH:17]=3)[NH:43][C:24]2=[N:25][CH:26]=1. Reactant: C(OC([N:8]1[CH2:13][CH2:12][N:11]([CH2:14][C:15]2[CH:20]=[CH:19][C:18]([C:21]3[NH:43][C:24]4=[N:25][CH:26]=[C:27]([Br:42])[C:28]([N:29]5[CH2:34][CH2:33][N:32]([CH2:35][C:36]6[N:37]=[C:38]([CH3:41])[S:39][CH:40]=6)[CH2:31][CH2:30]5)=[C:23]4[N:22]=3)=[CH:17][CH:16]=2)[CH2:10][CH2:9]1)=O)(C)(C)C.C(O)(C(F)(F)F)=O. The catalyst class is: 2.